This data is from Reaction yield outcomes from USPTO patents with 853,638 reactions. The task is: Predict the reaction yield, written as a fraction of the theoretical maximum amount of product (1.0 means a 100% yield; for example, 0.34 means a 34% yield). (1) The reactants are [F:1][C:2]1[CH:26]=[C:25]([N+:27]([O-])=O)[CH:24]=[CH:23][C:3]=1[O:4][C:5]1[CH:10]=[CH:9][N:8]=[C:7]([NH:11][C:12](=[O:22])[N:13]([CH3:21])[CH:14]2[CH2:19][CH2:18][N:17]([CH3:20])[CH2:16][CH2:15]2)[CH:6]=1.[H][H]. The catalyst is O1CCCC1.CO.[C].[Pd]. The product is [NH2:27][C:25]1[CH:24]=[CH:23][C:3]([O:4][C:5]2[CH:10]=[CH:9][N:8]=[C:7]([NH:11][C:12](=[O:22])[N:13]([CH3:21])[CH:14]3[CH2:15][CH2:16][N:17]([CH3:20])[CH2:18][CH2:19]3)[CH:6]=2)=[C:2]([F:1])[CH:26]=1. The yield is 0.780. (2) The reactants are [CH3:1][C:2]([CH3:13])([CH3:12])[C:3]([NH:5][C:6]1[CH:11]=[CH:10][CH:9]=[CH:8][N:7]=1)=[O:4].C([Li])CCC.CCCCCC.Cl.[C:26](=O)([O-])[O-:27].[K+].[K+]. The catalyst is O1CCCC1.CN(C)C=O. The product is [CH:26]([C:11]1[C:6]([NH:5][C:3](=[O:4])[C:2]([CH3:13])([CH3:12])[CH3:1])=[N:7][CH:8]=[CH:9][CH:10]=1)=[O:27]. The yield is 0.500.